Dataset: Catalyst prediction with 721,799 reactions and 888 catalyst types from USPTO. Task: Predict which catalyst facilitates the given reaction. (1) Reactant: Cl[C:2]1[CH:11]=[CH:10][C:9]2[C:4](=[CH:5][CH:6]=[CH:7][CH:8]=2)[N:3]=1.O.[NH2:13][NH2:14]. Product: [NH:13]([C:2]1[CH:11]=[CH:10][C:9]2[C:4](=[CH:5][CH:6]=[CH:7][CH:8]=2)[N:3]=1)[NH2:14]. The catalyst class is: 8. (2) Reactant: C([N:8]1[CH2:13][CH2:12][CH:11]([N:14]([CH2:22][CH2:23][CH2:24][O:25][C:26]2[CH:31]=[CH:30][C:29]([C:32]#[N:33])=[CH:28][CH:27]=2)[C:15](=[O:21])[O:16][C:17]([CH3:20])([CH3:19])[CH3:18])[CH2:10][CH2:9]1)C1C=CC=CC=1. Product: [C:32]([C:29]1[CH:28]=[CH:27][C:26]([O:25][CH2:24][CH2:23][CH2:22][N:14]([CH:11]2[CH2:12][CH2:13][NH:8][CH2:9][CH2:10]2)[C:15](=[O:21])[O:16][C:17]([CH3:20])([CH3:19])[CH3:18])=[CH:31][CH:30]=1)#[N:33]. The catalyst class is: 129. (3) Reactant: Cl.[C:2]1([C:8]2[CH:13]=[CH:12][N:11]=[C:10]([C:14]([NH2:16])=[NH:15])[CH:9]=2)[CH:7]=[CH:6][CH:5]=[CH:4][CH:3]=1.C([O:19][C:20]([CH2:22][CH2:23]O)=O)C.[Na].C(O)C.[O-]CC.[Na+]. Product: [C:2]1([C:8]2[CH:13]=[CH:12][N:11]=[C:10]([C:14]3[NH:16][C:20](=[O:19])[CH:22]=[CH:23][N:15]=3)[CH:9]=2)[CH:3]=[CH:4][CH:5]=[CH:6][CH:7]=1. The catalyst class is: 84. (4) The catalyst class is: 6. Reactant: [Cl:1][C:2]1[N:3]=[C:4]2[CH:9]=[CH:8][C:7](Cl)=[N:6][N:5]2[CH:11]=1.[NH:12]1[CH2:17][CH2:16][O:15][CH2:14][CH2:13]1. Product: [Cl:1][C:2]1[N:3]=[C:4]2[CH:9]=[CH:8][C:7]([N:12]3[CH2:17][CH2:16][O:15][CH2:14][CH2:13]3)=[N:6][N:5]2[CH:11]=1.